From a dataset of Catalyst prediction with 721,799 reactions and 888 catalyst types from USPTO. Predict which catalyst facilitates the given reaction. (1) Reactant: [Br:1][C:2]1[CH:3]=[C:4]([CH:8]=[CH:9][C:10]=1[O:11][CH3:12])[C:5]([OH:7])=O.[CH3:13][C:14]1[CH:19]=[C:18]([N:20]2[CH2:25][CH2:24][O:23][CH2:22][CH2:21]2)[CH:17]=[CH:16][C:15]=1[NH2:26].CCN=C=NCCCN(C)C.C1C=CC2N(O)N=NC=2C=1.CN1CCOCC1. Product: [Br:1][C:2]1[CH:3]=[C:4]([CH:8]=[CH:9][C:10]=1[O:11][CH3:12])[C:5]([NH:26][C:15]1[CH:16]=[CH:17][C:18]([N:20]2[CH2:25][CH2:24][O:23][CH2:22][CH2:21]2)=[CH:19][C:14]=1[CH3:13])=[O:7]. The catalyst class is: 18. (2) Reactant: C([O:5][C:6](=[O:27])[CH2:7][NH:8][C:9]([C:11]1[C:23](=[O:24])[N:22]([CH3:25])[C:14]2[N:15]=[N:16][C:17]([C:19]([OH:21])=[O:20])=[CH:18][C:13]=2[C:12]=1[OH:26])=[O:10])(C)(C)C.ClC1N=NC2N(C)C(=O)C(C(NCC(OC(C)(C)C)=O)=O)=C(O)C=2C=1. Product: [C:6]([CH2:7][NH:8][C:9]([C:11]1[C:23](=[O:24])[N:22]([CH3:25])[C:14]2[N:15]=[N:16][C:17]([C:19]([OH:21])=[O:20])=[CH:18][C:13]=2[C:12]=1[OH:26])=[O:10])([OH:27])=[O:5]. The catalyst class is: 45. (3) Reactant: [OH:1][C:2]1[CH:3]=[C:4]([C:11]#[N:12])[C:5](=[CH:8][C:9]=1[OH:10])[C:6]#[N:7].[CH2:13]([O:15][CH:16]([O:23][CH2:24][CH3:25])[CH2:17][CH:18]([CH2:21]O)[CH2:19]O)[CH3:14].C1(P(C2C=CC=CC=2)C2C=CC=CC=2)C=CC=CC=1.N(C(OCC)=O)=NC(OCC)=O. Product: [CH2:24]([O:23][CH:16]([O:15][CH2:13][CH3:14])[CH2:17][CH:18]1[CH2:19][O:10][C:9]2[CH:8]=[C:5]([C:6]#[N:7])[C:4]([C:11]#[N:12])=[CH:3][C:2]=2[O:1][CH2:21]1)[CH3:25]. The catalyst class is: 1. (4) Reactant: [C:1]1([C:7]2[N:12]=[CH:11][C:10]([C:13]([OH:15])=O)=[CH:9][N:8]=2)[CH:6]=[CH:5][CH:4]=[CH:3][CH:2]=1.ON1C2C=CC=CC=2N=N1.N=C=N.[CH2:29]([NH2:36])[C:30]1[CH:35]=[CH:34][CH:33]=[CH:32][CH:31]=1.C(O)C(N)(CO)CO. Product: [CH2:29]([NH:36][C:13]([C:10]1[CH:11]=[N:12][C:7]([C:1]2[CH:2]=[CH:3][CH:4]=[CH:5][CH:6]=2)=[N:8][CH:9]=1)=[O:15])[C:30]1[CH:35]=[CH:34][CH:33]=[CH:32][CH:31]=1. The catalyst class is: 2. (5) Reactant: Cl[C:2]1[N:7]=[C:6]([C:8]([NH:10][CH:11]2[CH2:13][CH2:12]2)=[O:9])[CH:5]=[CH:4][C:3]=1[OH:14].[CH:15]1(B(O)O)[CH2:17][CH2:16]1.C([O-])([O-])=O.[K+].[K+]. Product: [CH:11]1([NH:10][C:8](=[O:9])[C:6]2[CH:5]=[CH:4][C:3]([OH:14])=[C:2]([CH:15]3[CH2:17][CH2:16]3)[N:7]=2)[CH2:13][CH2:12]1. The catalyst class is: 77. (6) Reactant: [CH3:1][C:2]12[CH2:8][CH:5]([CH2:6][CH2:7]1)[C:4]([CH3:10])([CH3:9])[C:3]2=O.O.[NH2:13][NH2:14]. Product: [CH3:1][C:2]12[CH2:8][CH:5]([CH2:6][CH2:7]1)[C:4]([CH3:10])([CH3:9])[C:3]2=[N:13][NH2:14]. The catalyst class is: 8. (7) Product: [C:1]([N:8]1[CH2:9][CH2:10][N:11]([NH:17][C:30](=[O:31])[CH2:29][C:23]2[CH:28]=[CH:27][CH:26]=[CH:25][CH:24]=2)[CH2:12][CH2:13]1)([O:3][C:4]([CH3:7])([CH3:6])[CH3:5])=[O:2]. The catalyst class is: 4. Reactant: [C:1]([N:8]1[CH2:13][CH2:12][NH:11][CH2:10][CH2:9]1)([O:3][C:4]([CH3:7])([CH3:6])[CH3:5])=[O:2].C([N:17](C(C)C)CC)(C)C.[C:23]1([CH2:29][C:30](Cl)=[O:31])[CH:28]=[CH:27][CH:26]=[CH:25][CH:24]=1. (8) Reactant: [Cl:1][C:2]1[CH:3]=[C:4]([C@@H:12]([CH2:16][CH:17]2[CH2:22][CH2:21][C:20](=[O:23])[CH2:19][CH2:18]2)[C:13](O)=[O:14])[CH:5]=[CH:6][C:7]=1[S:8]([CH3:11])(=[O:10])=[O:9].C1(P(C2C=CC=CC=2)C2C=CC=CC=2)C=CC=CC=1.BrN1C(=O)CCC1=O.[NH2:51][C:52]1[CH:57]=[CH:56][C:55]([Cl:58])=[CH:54][N:53]=1.N1C(C)=CC=CC=1C. Product: [Cl:1][C:2]1[CH:3]=[C:4]([C@@H:12]([CH2:16][CH:17]2[CH2:18][CH2:19][C:20](=[O:23])[CH2:21][CH2:22]2)[C:13]([NH:51][C:52]2[CH:57]=[CH:56][C:55]([Cl:58])=[CH:54][N:53]=2)=[O:14])[CH:5]=[CH:6][C:7]=1[S:8]([CH3:11])(=[O:9])=[O:10]. The catalyst class is: 2. (9) Reactant: [CH3:1][NH2:2].C[O:4][C:5](=O)[CH2:6][CH2:7][CH:8]1[CH2:13][CH2:12][CH:11]=[CH:10][CH2:9]1. Product: [CH:8]1([CH2:7][CH2:6][C:5]([NH:2][CH3:1])=[O:4])[CH2:13][CH2:12][CH:11]=[CH:10][CH2:9]1. The catalyst class is: 5. (10) Reactant: [NH2:1][CH2:2][C@@H:3]([C:5]1[CH:6]=[CH:7][C:8]([OH:16])=[C:9]([NH:11][S:12]([CH3:15])(=[O:14])=[O:13])[CH:10]=1)[OH:4].O=[C:18]1[CH2:23][CH2:22][N:21]([C:24]2[CH:29]=[CH:28][C:27]([S:30]([N:33]3[CH2:38][CH2:37][N:36]([CH2:39][C:40]([O:42][CH2:43][CH3:44])=[O:41])[CH2:35][CH2:34]3)(=[O:32])=[O:31])=[CH:26][CH:25]=2)[CH2:20][CH2:19]1.C(C(O)=O)(F)(F)F. Product: [OH:4][C@H:3]([C:5]1[CH:6]=[CH:7][C:8]([OH:16])=[C:9]([NH:11][S:12]([CH3:15])(=[O:14])=[O:13])[CH:10]=1)[CH2:2][NH:1][CH:18]1[CH2:19][CH2:20][N:21]([C:24]2[CH:25]=[CH:26][C:27]([S:30]([N:33]3[CH2:34][CH2:35][N:36]([CH2:39][C:40]([O:42][CH2:43][CH3:44])=[O:41])[CH2:37][CH2:38]3)(=[O:32])=[O:31])=[CH:28][CH:29]=2)[CH2:22][CH2:23]1. The catalyst class is: 2.